From a dataset of Forward reaction prediction with 1.9M reactions from USPTO patents (1976-2016). Predict the product of the given reaction. (1) The product is: [NH2:54][C@@H:50]([CH:51]([CH3:53])[CH3:52])[C:49]([NH:48][C@@H:46]([CH3:47])[C:45]([NH:44][C:41]1[CH:40]=[CH:39][C:38]([C:36]2[CH2:37][CH:31]3[CH:30]=[N:29][C:28]4[CH:63]=[C:24]([O:23][CH2:22][CH2:21][CH2:20][O:19][C:14]5[C:15]([O:17][CH3:18])=[CH:16][C:9]6[C:8](=[O:66])[N:7]7[CH:67]=[C:4]([CH:1]8[CH2:3][CH2:2]8)[CH2:5][CH:6]7[CH:12]=[N:11][C:10]=6[CH:13]=5)[C:25]([O:64][CH3:65])=[CH:26][C:27]=4[C:33](=[O:34])[N:32]3[CH:35]=2)=[CH:43][CH:42]=1)=[O:62])=[O:61]. Given the reactants [CH:1]1([C:4]2[CH2:5][CH:6]3[CH:12]=[N:11][C:10]4[CH:13]=[C:14]([O:19][CH2:20][CH2:21][CH2:22][O:23][C:24]5[C:25]([O:64][CH3:65])=[CH:26][C:27]6[C:33](=[O:34])[N:32]7[CH:35]=[C:36]([C:38]8[CH:43]=[CH:42][C:41]([NH:44][C:45](=[O:62])[C@@H:46]([NH:48][C:49](=[O:61])[C@@H:50]([NH:54]C(=O)OCC=C)[CH:51]([CH3:53])[CH3:52])[CH3:47])=[CH:40][CH:39]=8)[CH2:37][CH:31]7[CH:30]=[N:29][C:28]=6[CH:63]=5)[C:15]([O:17][CH3:18])=[CH:16][C:9]=4[C:8](=[O:66])[N:7]3[CH:67]=2)[CH2:3][CH2:2]1.N1CCCC1, predict the reaction product. (2) Given the reactants [H-].[Na+].CN(C)C=O.[NH:8]1[CH:12]=[CH:11][CH:10]=[N:9]1.[CH:13]([C:17]1[C:18]([Cl:34])=[N:19][C:20](S(C)(=O)=O)=[N:21][C:22]=1[N:23]1[CH2:28][CH2:27][CH:26]([CH3:29])[CH2:25][CH2:24]1)([CH2:15][CH3:16])[CH3:14], predict the reaction product. The product is: [CH:13]([C:17]1[C:18]([Cl:34])=[N:19][C:20]([N:8]2[CH:12]=[CH:11][CH:10]=[N:9]2)=[N:21][C:22]=1[N:23]1[CH2:28][CH2:27][CH:26]([CH3:29])[CH2:25][CH2:24]1)([CH2:15][CH3:16])[CH3:14]. (3) Given the reactants Br[C:2]1[CH:3]=[CH:4][C:5]([N+:15]([O-:17])=[O:16])=[C:6]([N:8]2[CH2:13][CH2:12][CH:11]([CH3:14])[CH2:10][CH2:9]2)[CH:7]=1.[CH2:18]([OH:21])[C:19]#[CH:20].C(N(CC)CC)C, predict the reaction product. The product is: [CH3:14][CH:11]1[CH2:12][CH2:13][N:8]([C:6]2[CH:7]=[C:2]([C:20]#[C:19][CH2:18][OH:21])[CH:3]=[CH:4][C:5]=2[N+:15]([O-:17])=[O:16])[CH2:9][CH2:10]1. (4) Given the reactants [Cl:1][C:2]1[C:6]([S:7](=[O:18])(=[O:17])[NH:8][C:9]2([C:13]([F:16])([F:15])[F:14])[CH2:12][CH2:11][CH2:10]2)=[CH:5][N:4]([CH3:19])[C:3]=1[C:20]([O:22]C)=O.[F:24][C:25]1[CH:26]=[C:27]([CH:29]=[CH:30][C:31]=1[F:32])[NH2:28].C[Si]([N-][Si](C)(C)C)(C)C.[Li+], predict the reaction product. The product is: [Cl:1][C:2]1[C:6]([S:7](=[O:17])(=[O:18])[NH:8][C:9]2([C:13]([F:16])([F:15])[F:14])[CH2:10][CH2:11][CH2:12]2)=[CH:5][N:4]([CH3:19])[C:3]=1[C:20]([NH:28][C:27]1[CH:29]=[CH:30][C:31]([F:32])=[C:25]([F:24])[CH:26]=1)=[O:22].